From a dataset of Reaction yield outcomes from USPTO patents with 853,638 reactions. Predict the reaction yield, written as a fraction of the theoretical maximum amount of product (1.0 means a 100% yield; for example, 0.34 means a 34% yield). The reactants are [Cl:1][C:2]1[N:3]=[C:4]2[C:9](=[CH:10][CH:11]=1)[N:8]=[CH:7][C:6]([C:12]([O:14][CH2:15][CH3:16])=[O:13])=[C:5]2[OH:17].[C:18](=O)([O-])[O-].[K+].[K+].IC.O. The catalyst is CN(C=O)C. The product is [Cl:1][C:2]1[N:3]=[C:4]2[C:9](=[CH:10][CH:11]=1)[N:8]([CH3:18])[CH:7]=[C:6]([C:12]([O:14][CH2:15][CH3:16])=[O:13])[C:5]2=[O:17]. The yield is 0.650.